Dataset: Ames mutagenicity test results for genotoxicity prediction. Task: Regression/Classification. Given a drug SMILES string, predict its toxicity properties. Task type varies by dataset: regression for continuous values (e.g., LD50, hERG inhibition percentage) or binary classification for toxic/non-toxic outcomes (e.g., AMES mutagenicity, cardiotoxicity, hepatotoxicity). Dataset: ames. (1) The drug is CC(=O)NC(CS)C(=O)O. The result is 1 (mutagenic). (2) The drug is CCOC(=O)[C@H](CCSC)NC(=O)[C@H](Cc1cccc(N(CCCl)CCCl)c1)NC(=O)[C@@H](N)Cc1ccc(F)cc1. The result is 1 (mutagenic). (3) The compound is COc1cc(NS(C)(=O)=O)ccc1Nc1c2ccccc2nc2ccc(N=[N+]=[N-])cc12. The result is 1 (mutagenic). (4) The compound is CCN(CC)CCCC(C)Nc1c2ccc(Cl)cc2nc2ccc(OC)cc12. The result is 1 (mutagenic). (5) The drug is CCCCOC(=O)c1ccccc1C(=O)OC1CCCCC1. The result is 0 (non-mutagenic).